The task is: Regression. Given a peptide amino acid sequence and an MHC pseudo amino acid sequence, predict their binding affinity value. This is MHC class I binding data.. This data is from Peptide-MHC class I binding affinity with 185,985 pairs from IEDB/IMGT. (1) The peptide sequence is ELMYIFAAL. The MHC is HLA-A02:01 with pseudo-sequence HLA-A02:01. The binding affinity (normalized) is 0.567. (2) The peptide sequence is FIYFGKKQY. The MHC is HLA-A02:03 with pseudo-sequence HLA-A02:03. The binding affinity (normalized) is 0.344.